Dataset: Peptide-MHC class I binding affinity with 185,985 pairs from IEDB/IMGT. Task: Regression. Given a peptide amino acid sequence and an MHC pseudo amino acid sequence, predict their binding affinity value. This is MHC class I binding data. The peptide sequence is HALNELPESL. The MHC is HLA-B08:01 with pseudo-sequence HLA-B08:01. The binding affinity (normalized) is 0.240.